The task is: Predict the reaction yield, written as a fraction of the theoretical maximum amount of product (1.0 means a 100% yield; for example, 0.34 means a 34% yield).. This data is from Reaction yield outcomes from USPTO patents with 853,638 reactions. (1) The reactants are [F:1][C:2]1[CH:3]=[C:4]([OH:11])[C:5](=[CH:9][CH:10]=1)[C:6](Cl)=[O:7].C([N:15](CC)[CH:16]([CH3:18])C)(C)C.Cl.C(#[N:24])C. The catalyst is ClCCl. The product is [C:16]([CH2:18][NH:24][C:6](=[O:7])[C:5]1[CH:9]=[CH:10][C:2]([F:1])=[CH:3][C:4]=1[OH:11])#[N:15]. The yield is 0.650. (2) The reactants are [CH2:1]([OH:10])[C@H:2]1[O:7][C:5](=[O:6])[C@H:4]([OH:8])[C@@H:3]1[OH:9].CO.[OH:13][C:14]1[CH:15]=[C:16]([CH:20]=[CH:21][C:22]=1[OH:23])[CH2:17][CH2:18][NH2:19].C(N(CC)CC)C. The catalyst is CC(C)=O. The product is [O:6]=[C:5]([NH2:19])[C@@H:4]([C@@H:3]([C@@H:2]([CH2:1][OH:10])[OH:7])[OH:9])[OH:8].[NH2:19][CH2:18][CH2:17][C:16]1[CH:20]=[CH:21][C:22]([OH:23])=[C:14]([OH:13])[CH:15]=1. The yield is 0.941. (3) The reactants are COC1C=CC(C[N:8](CC2C=CC(OC)=CC=2)[C:9]2[N:14]=[C:13]([CH3:15])[N:12]=[C:11]([C:16]3[C:17]([NH:22][C:23]4[CH:24]=[CH:25][C:26]([NH:29][C:30]([NH:32][C:33]5[CH:38]=[CH:37][CH:36]=[CH:35][CH:34]=5)=[O:31])=[N:27][CH:28]=4)=[N:18][CH:19]=[CH:20][CH:21]=3)[N:10]=2)=CC=1.FC(F)(F)S(O)(=O)=O.C(=O)(O)[O-].[Na+]. The catalyst is C(O)(C(F)(F)F)=O. The product is [NH2:8][C:9]1[N:14]=[C:13]([CH3:15])[N:12]=[C:11]([C:16]2[C:17]([NH:22][C:23]3[CH:24]=[CH:25][C:26]([NH:29][C:30]([NH:32][C:33]4[CH:34]=[CH:35][CH:36]=[CH:37][CH:38]=4)=[O:31])=[N:27][CH:28]=3)=[N:18][CH:19]=[CH:20][CH:21]=2)[N:10]=1. The yield is 0.470. (4) The reactants are [C:1]1([O:7][C:8](Cl)=[O:9])[CH:6]=[CH:5][CH:4]=[CH:3][CH:2]=1.[NH2:11][C:12]1[CH:13]=[CH:14][C:15]([S:20]([CH2:23][CH3:24])(=[O:22])=[O:21])=[C:16]([CH:19]=1)[C:17]#[N:18].N1C=CC=CC=1. The catalyst is C(Cl)Cl. The product is [C:17]([C:16]1[CH:19]=[C:12]([NH:11][C:8](=[O:9])[O:7][C:1]2[CH:6]=[CH:5][CH:4]=[CH:3][CH:2]=2)[CH:13]=[CH:14][C:15]=1[S:20]([CH2:23][CH3:24])(=[O:22])=[O:21])#[N:18]. The yield is 0.850. (5) The product is [ClH:37].[CH2:32]([S:34]([N:4]1[CH2:5][CH2:6][N:1]([C:7]2[C:16]3[C:11](=[CH:12][CH:13]=[CH:14][CH:15]=3)[CH:10]=[C:9]([C:17]3[CH:22]=[CH:21][C:20]([O:23][CH3:24])=[CH:19][CH:18]=3)[N:8]=2)[CH2:2][CH2:3]1)(=[O:36])=[O:35])[CH3:33]. The yield is 0.770. The reactants are [N:1]1([C:7]2[C:16]3[C:11](=[CH:12][CH:13]=[CH:14][CH:15]=3)[CH:10]=[C:9]([C:17]3[CH:22]=[CH:21][C:20]([O:23][CH3:24])=[CH:19][CH:18]=3)[N:8]=2)[CH2:6][CH2:5][NH:4][CH2:3][CH2:2]1.C(N(CC)CC)C.[C:32]([S:34]([Cl:37])(=[O:36])=[O:35])#[CH:33]. The catalyst is O1CCCC1. (6) The reactants are [Cl:1][C:2]1[CH:3]=[CH:4][C:5]([C:8]([OH:10])=O)=[N:6][CH:7]=1.[NH2:11][C:12]1[CH:13]=[CH:14][C:15]([F:31])=[C:16]([C@@:18]2([CH3:30])[N:26]=[C:25]([NH2:27])[C:21]3([CH2:24][CH2:23][CH2:22]3)[S:20](=[O:29])(=[O:28])[CH2:19]2)[CH:17]=1. No catalyst specified. The product is [NH2:27][C:25]1[C:21]2([CH2:24][CH2:23][CH2:22]2)[S:20](=[O:28])(=[O:29])[CH2:19][C@:18]([C:16]2[CH:17]=[C:12]([NH:11][C:8]([C:5]3[CH:4]=[CH:3][C:2]([Cl:1])=[CH:7][N:6]=3)=[O:10])[CH:13]=[CH:14][C:15]=2[F:31])([CH3:30])[N:26]=1. The yield is 0.604. (7) The reactants are CC[O-].[Na+].[CH2:5]([O:7][C:8](=[O:25])[C:9]([O:12][C:13]1[CH:18]=[CH:17][C:16]([S:19][C:20](=O)N(C)C)=[CH:15][CH:14]=1)([CH3:11])[CH3:10])[CH3:6].[CH3:26][C:27]1[O:31][C:30]([C:32]2[CH:37]=[CH:36][CH:35]=[CH:34][CH:33]=2)=[N:29][C:28]=1[CH2:38]COS(C1C=CC(C)=CC=1)(=O)=O. No catalyst specified. The product is [CH2:5]([O:7][C:8](=[O:25])[C:9]([CH3:10])([O:12][C:13]1[CH:14]=[CH:15][C:16]([S:19][CH2:20][CH2:38][C:28]2[N:29]=[C:30]([C:32]3[CH:37]=[CH:36][CH:35]=[CH:34][CH:33]=3)[O:31][C:27]=2[CH3:26])=[CH:17][CH:18]=1)[CH3:11])[CH3:6]. The yield is 0.170. (8) The reactants are [Cl:1][C:2]1[CH:3]=[C:4]([CH:14]=[C:15]([Cl:29])[C:16]=1[O:17][C:18]1[CH:23]=[CH:22][C:21]([O:24]C)=[C:20]([CH:26]([CH3:28])[CH3:27])[CH:19]=1)[CH2:5][P:6](=[O:13])([O:10]CC)[O:7]CC.Br[Si](C)(C)C.B(Br)(Br)Br. The catalyst is C(Cl)Cl. The product is [Cl:29][C:15]1[CH:14]=[C:4]([CH:3]=[C:2]([Cl:1])[C:16]=1[O:17][C:18]1[CH:23]=[CH:22][C:21]([OH:24])=[C:20]([CH:26]([CH3:27])[CH3:28])[CH:19]=1)[CH2:5][P:6](=[O:7])([OH:10])[OH:13]. The yield is 0.400. (9) The reactants are [Br:1][C:2]1[CH:7]=[CH:6][C:5](I)=[CH:4][CH:3]=1.[NH:9]1[CH:13]=[CH:12][CH:11]=[N:10]1.CNCCNC.C([O-])([O-])=O.[Cs+].[Cs+]. The catalyst is [Cu]I.CC#N. The product is [Br:1][C:2]1[CH:7]=[CH:6][C:5]([N:9]2[CH:13]=[CH:12][CH:11]=[N:10]2)=[CH:4][CH:3]=1. The yield is 0.940.